Dataset: Catalyst prediction with 721,799 reactions and 888 catalyst types from USPTO. Task: Predict which catalyst facilitates the given reaction. (1) Reactant: [Cl:1][C:2]1[N:3]=[CH:4][N:5]([C:14]2[CH:19]=[CH:18][C:17]([S:20]([NH2:23])(=[O:22])=[O:21])=[CH:16][CH:15]=2)[C:6]=1[C:7]1[CH:12]=[CH:11][C:10](F)=[CH:9][CH:8]=1.[NH:24]1[CH2:28][CH2:27][CH2:26][CH2:25]1. Product: [ClH:1].[Cl:1][C:2]1[N:3]=[CH:4][N:5]([C:14]2[CH:19]=[CH:18][C:17]([S:20]([NH2:23])(=[O:22])=[O:21])=[CH:16][CH:15]=2)[C:6]=1[C:7]1[CH:12]=[CH:11][C:10]([N:24]2[CH2:28][CH2:27][CH2:26][CH2:25]2)=[CH:9][CH:8]=1. The catalyst class is: 1. (2) Reactant: [H-].[Na+].[Br:3][C:4]1[N:9]=[C:8]([C:10](OCC)=[O:11])[C:7]([N:15]([CH3:20])[S:16]([CH3:19])(=[O:18])=[O:17])=[CH:6][CH:5]=1. Product: [Br:3][C:4]1[CH:5]=[CH:6][C:7]2[N:15]([CH3:20])[S:16](=[O:18])(=[O:17])[CH2:19][C:10](=[O:11])[C:8]=2[N:9]=1. The catalyst class is: 3. (3) Reactant: [CH2:1]([O:3][C:4]([C:6]1[NH:7][N:8]=[C:9]([CH2:11][CH2:12][CH3:13])[CH:10]=1)=[O:5])[CH3:2].C([O-])([O-])=O.[K+].[K+].Cl[CH2:21][C:22]([N:24]1[CH2:29][CH2:28][N:27]([C:30]2[CH:35]=[CH:34][C:33]([F:36])=[CH:32][CH:31]=2)[CH2:26][CH2:25]1)=[O:23].CN(C=O)C. Product: [CH2:1]([O:3][C:4]([C:6]1[N:7]([CH2:21][C:22]([N:24]2[CH2:25][CH2:26][N:27]([C:30]3[CH:35]=[CH:34][C:33]([F:36])=[CH:32][CH:31]=3)[CH2:28][CH2:29]2)=[O:23])[N:8]=[C:9]([CH2:11][CH2:12][CH3:13])[CH:10]=1)=[O:5])[CH3:2]. The catalyst class is: 195. (4) Reactant: [N:1]1([C:7]2[C:12]([C:13]([O:15][CH:16]([CH3:18])[CH3:17])=[O:14])=[CH:11][CH:10]=[CH:9][N:8]=2)[CH2:6][CH2:5][NH:4][CH2:3][CH2:2]1.[N+:19]([C:22]1[CH:23]=[C:24]([CH:27]=[CH:28][CH:29]=1)[CH:25]=O)([O-:21])=[O:20].O. Product: [N+:19]([C:22]1[CH:23]=[C:24]([CH2:25][N:4]2[CH2:3][CH2:2][N:1]([C:7]3[C:12]([C:13]([O:15][CH:16]([CH3:18])[CH3:17])=[O:14])=[CH:11][CH:10]=[CH:9][N:8]=3)[CH2:6][CH2:5]2)[CH:27]=[CH:28][CH:29]=1)([O-:21])=[O:20]. The catalyst class is: 1. (5) Reactant: [N+:1]([C:4]1[CH:9]=[CH:8][C:7]([NH:10][C:11]2[S:12][CH:13]=[CH:14][N:15]=2)=[CH:6][CH:5]=1)([O-])=O.[N+](C1C=CC(N(C2C=CC([N+]([O-])=O)=CC=2)C2SC=CN=2)=CC=1)([O-])=O. Product: [S:12]1[CH:13]=[CH:14][N:15]=[C:11]1[NH:10][C:7]1[CH:6]=[CH:5][C:4]([NH2:1])=[CH:9][CH:8]=1. The catalyst class is: 183. (6) Reactant: [CH3:1][C:2]1[N:3]=[CH:4][N:5]([C:8]2[CH:13]=[CH:12][CH:11]=[C:10]([N+:14]([O-])=O)[CH:9]=2)[C:6]=1[CH3:7]. Product: [CH3:1][C:2]1[N:3]=[CH:4][N:5]([C:8]2[CH:9]=[C:10]([CH:11]=[CH:12][CH:13]=2)[NH2:14])[C:6]=1[CH3:7]. The catalyst class is: 541. (7) Reactant: [OH:1][C:2]1[CH:10]=[CH:9][C:8]([C:11]2[N:12]([C:27]([O:29][C:30]([CH3:33])([CH3:32])[CH3:31])=[O:28])[C:13]3[C:18]([CH:19]=2)=[CH:17][C:16]([CH2:20][N:21]2[CH2:26][CH2:25][CH2:24][CH2:23][CH2:22]2)=[CH:15][CH:14]=3)=[C:7]2[C:3]=1[CH2:4][NH:5][C:6]2=[O:34].C(N(CC)CC)C.[CH3:42][O:43][C:44]1[CH:49]=[CH:48][C:47]([S:50](Cl)(=[O:52])=[O:51])=[CH:46][CH:45]=1. Product: [CH3:42][O:43][C:44]1[CH:45]=[CH:46][C:47]([S:50]([O:1][C:2]2[CH:10]=[CH:9][C:8]([C:11]3[N:12]([C:27]([O:29][C:30]([CH3:31])([CH3:33])[CH3:32])=[O:28])[C:13]4[C:18]([CH:19]=3)=[CH:17][C:16]([CH2:20][N:21]3[CH2:26][CH2:25][CH2:24][CH2:23][CH2:22]3)=[CH:15][CH:14]=4)=[C:7]3[C:3]=2[CH2:4][NH:5][C:6]3=[O:34])(=[O:52])=[O:51])=[CH:48][CH:49]=1. The catalyst class is: 10. (8) Reactant: C([O:5][C:6](=[O:17])[CH2:7][O:8][C:9]1[CH:14]=[CH:13][C:12]([Cl:15])=[CH:11][C:10]=1[Br:16])(C)(C)C.FC(F)(F)C(O)=O. Product: [Br:16][C:10]1[CH:11]=[C:12]([Cl:15])[CH:13]=[CH:14][C:9]=1[O:8][CH2:7][C:6]([OH:17])=[O:5]. The catalyst class is: 2. (9) Reactant: [Cl:1][C:2]1[CH:34]=[CH:33][C:5]([C:6]([NH:8][C:9]23[C:27](=[O:28])[C:26]4[C:21](=[CH:22][CH:23]=[CH:24][C:25]=4[N+:29]([O-])=O)[C:10]2([OH:32])[O:11][C:12]2[CH:17]=[C:16]([CH:18]([CH3:20])[CH3:19])[CH:15]=[CH:14][C:13]=23)=[O:7])=[CH:4][CH:3]=1. Product: [NH2:29][C:25]1[CH:24]=[CH:23][CH:22]=[C:21]2[C:26]=1[C:27](=[O:28])[C:9]1([NH:8][C:6](=[O:7])[C:5]3[CH:4]=[CH:3][C:2]([Cl:1])=[CH:34][CH:33]=3)[C:13]3[CH:14]=[CH:15][C:16]([CH:18]([CH3:20])[CH3:19])=[CH:17][C:12]=3[O:11][C:10]12[OH:32]. The catalyst class is: 190. (10) Reactant: [CH2:1]1CCN(C(N=NC(N2CCCCC2)=O)=O)CC1.[CH3:19][C:20]1[C:21]([CH2:26][O:27][C:28]2[CH:29]=[C:30]([C:45]3[NH:49][N:48]=[C:47]([OH:50])[CH:46]=3)[CH:31]=[C:32]([O:34][C:35]3[CH:40]=[CH:39][C:38]([S:41]([CH3:44])(=[O:43])=[O:42])=[CH:37][CH:36]=3)[CH:33]=2)=[N:22][CH:23]=[CH:24][CH:25]=1.CO.C(P(CCCC)CCCC)CCC. Product: [CH3:1][O:50][C:47]1[CH:46]=[C:45]([C:30]2[CH:29]=[C:28]([CH:33]=[C:32]([O:34][C:35]3[CH:40]=[CH:39][C:38]([S:41]([CH3:44])(=[O:43])=[O:42])=[CH:37][CH:36]=3)[CH:31]=2)[O:27][CH2:26][C:21]2[C:20]([CH3:19])=[CH:25][CH:24]=[CH:23][N:22]=2)[NH:49][N:48]=1. The catalyst class is: 12.